This data is from Peptide-MHC class I binding affinity with 185,985 pairs from IEDB/IMGT. The task is: Regression. Given a peptide amino acid sequence and an MHC pseudo amino acid sequence, predict their binding affinity value. This is MHC class I binding data. (1) The peptide sequence is KQYIVATLMK. The MHC is H-2-Db with pseudo-sequence H-2-Db. The binding affinity (normalized) is 0. (2) The peptide sequence is ASIILEFFL. The MHC is H-2-Kb with pseudo-sequence H-2-Kb. The binding affinity (normalized) is 0.204. (3) The peptide sequence is QTPIPVGNF. The MHC is Mamu-A01 with pseudo-sequence Mamu-A01. The binding affinity (normalized) is 0.928. (4) The peptide sequence is RAIMATIQR. The MHC is HLA-A31:01 with pseudo-sequence HLA-A31:01. The binding affinity (normalized) is 0.647.